This data is from Peptide-MHC class I binding affinity with 185,985 pairs from IEDB/IMGT. The task is: Regression. Given a peptide amino acid sequence and an MHC pseudo amino acid sequence, predict their binding affinity value. This is MHC class I binding data. (1) The peptide sequence is VLYGPDAPTI. The binding affinity (normalized) is 0.408. The MHC is HLA-A02:02 with pseudo-sequence HLA-A02:02. (2) The peptide sequence is LPPERRQPF. The MHC is HLA-A02:01 with pseudo-sequence HLA-A02:01. The binding affinity (normalized) is 0.0847. (3) The MHC is HLA-B44:02 with pseudo-sequence HLA-B44:02. The binding affinity (normalized) is 0. The peptide sequence is LLDAHIPQLVA. (4) The peptide sequence is FRQYTAFTL. The MHC is Mamu-B03 with pseudo-sequence Mamu-B03. The binding affinity (normalized) is 0.735. (5) The peptide sequence is QFIKPVSDL. The MHC is H-2-Kb with pseudo-sequence H-2-Kb. The binding affinity (normalized) is 0.135. (6) The peptide sequence is SYRNFSFSL. The MHC is HLA-B15:17 with pseudo-sequence HLA-B15:17. The binding affinity (normalized) is 0.289. (7) The binding affinity (normalized) is 0.834. The MHC is HLA-A02:16 with pseudo-sequence HLA-A02:16. The peptide sequence is LLFRSIISI.